This data is from Full USPTO retrosynthesis dataset with 1.9M reactions from patents (1976-2016). The task is: Predict the reactants needed to synthesize the given product. (1) Given the product [C:1]([CH2:3][NH:4][C:5](=[O:27])[C@H:6]([CH2:7][CH:8]([CH3:10])[CH3:9])[NH:11][C@H:12]([C:13]1[CH:18]=[CH:17][C:16]([F:19])=[CH:15][CH:14]=1)[C:20]1[CH:25]=[CH:24][C:23]([C:35]2[CH:36]=[CH:37][C:32]([S:29]([CH3:28])(=[O:31])=[O:30])=[CH:33][CH:34]=2)=[CH:22][CH:21]=1)#[N:2], predict the reactants needed to synthesize it. The reactants are: [C:1]([CH2:3][NH:4][C:5](=[O:27])[C@@H:6]([NH:11][C@@H:12]([C:20]1[CH:25]=[CH:24][C:23](Br)=[CH:22][CH:21]=1)[C:13]1[CH:18]=[CH:17][C:16]([F:19])=[CH:15][CH:14]=1)[CH2:7][CH:8]([CH3:10])[CH3:9])#[N:2].[CH3:28][S:29]([C:32]1[CH:37]=[CH:36][C:35](B2OC(C)(C)C(C)(C)O2)=[CH:34][CH:33]=1)(=[O:31])=[O:30].C(=O)([O-])[O-].[K+].[K+].C(OCC)(=O)C. (2) Given the product [Cl:1][C:2]1[CH:3]=[C:4]2[C:8](=[C:9]([NH:11][CH:12]3[CH2:17][CH2:16][O:15][CH2:14][CH2:13]3)[CH:10]=1)[NH:7][C:6]([C:18]1[S:19][CH2:20][C@@H:21]([CH2:23][CH2:24][N:25]3[CH2:30][CH2:29][N:28]([C:32](=[O:33])[CH2:31][OH:34])[CH2:27][CH2:26]3)[N:22]=1)=[CH:5]2, predict the reactants needed to synthesize it. The reactants are: [Cl:1][C:2]1[CH:3]=[C:4]2[C:8](=[C:9]([NH:11][CH:12]3[CH2:17][CH2:16][O:15][CH2:14][CH2:13]3)[CH:10]=1)[NH:7][C:6]([C:18]1[S:19][CH2:20][C@@H:21]([CH2:23][CH2:24][N:25]3[CH2:30][CH2:29][NH:28][CH2:27][CH2:26]3)[N:22]=1)=[CH:5]2.[C:31](O)(=[O:34])[CH2:32][OH:33].C(N(CC)CC)C.C(Cl)CCl.C1C=CC2N(O)N=NC=2C=1.Cl.